From a dataset of Experimentally validated miRNA-target interactions with 360,000+ pairs, plus equal number of negative samples. Binary Classification. Given a miRNA mature sequence and a target amino acid sequence, predict their likelihood of interaction. (1) The miRNA is mmu-miR-3076-3p with sequence CGCACUCUGGUCUUCCCUUGCAG. The protein sequence of the target gene is MLPITDRLLHLLGLEKTAFRIYAVSTLLLFLLFFLFRLLLRFLRLCRSFYITCRRLRCFPQPPRRNWLLGHLGMYLPNEAGLQDEKKVLDNMHHVLLVWMGPVLPLLVLVHPDYIKPLLGASAAIAPKDDLFYGFLKPWLGDGLLLSKGDKWSRHRRLLTPAFHFDILKPYMKIFNQSADIMHAKWRHLAEGSAVSLDMFEHISLMTLDSLQKCVFSYNSNCQEKMSDYISAIIELSALSVRRQYRLHHYLDFIYYRSADGRRFRQACDMVHHFTTEVIQERRRALRQQGAEAWLKAKQG.... Result: 0 (no interaction). (2) The miRNA is rno-miR-150-5p with sequence UCUCCCAACCCUUGUACCAGUG. The protein sequence of the target gene is MEGVGGLWPWVLGLLSLPGVILGAPLASSCAGACGTSFPDGLTPEGTQASGDKDIPAINQGLILEETPESSFLIEGDIIRPSPFRLLSATSNKWPMGGSGVVEVPFLLSSKYDEPSRQVILEALAEFERSTCIRFVTYQDQRDFISIIPMYGCFSSVGRSGGMQVVSLAPTCLQKGRGIVLHELMHVLGFWHEHTRADRDRYIRVNWNEILPGFEINFIKSQSSNMLTPYDYSSVMHYGRLAFSRRGLPTITPLWAPSVHIGQRWNLSASDITRVLKLYGCSPSGPRPRGRGSHAHSTGR.... Result: 0 (no interaction). (3) The miRNA is mmu-miR-218-5p with sequence UUGUGCUUGAUCUAACCAUGU. The protein sequence of the target gene is MVSRDQAHLGPKYVGLWDFKSRTDEELSFRAGDVFHVARKEEQWWWATLLDEAGGAVAQGYVPHNYLAERETVESEPWFFGCISRSEAVRRLQAEGNATGAFLIRVSEKPSADYVLSVRDTQAVRHYKIWRRAGGRLHLNEAVSFLSLPELVNYHRAQSLSHGLRLAAPCRKHEPEPLPHWDDWERPREEFTLCRKLGSGYFGEVFEGLWKDRVQVAIKVISRDNLLHQQMLQSEIQAMKKLRHKHILALYAVVSVGDPVYIITELMAKGSLLELLRDSDEKVLPVSELLDIAWQVAEGM.... Result: 0 (no interaction). (4) The miRNA is hsa-miR-30a-5p with sequence UGUAAACAUCCUCGACUGGAAG. The protein sequence of the target gene is MAGIIKKQILKHLSRFTKNLSPDKINLSTLKGEGQLTNLELDEEVLQNVLELPTWLAITRVYCNRASIRIQWTKLKTHPICLCLDKVEVEMKTCEDPRPPNGQSPIALASGQSEYGFAEKVVEGMFIIVNSITIKIHSKAFHASFELWQLQGYSVNPNWQQSDLRLTRITDPCRGEVLTFKEITWQTLRIEADATDNGDQDPVTTPLRLITNQGRIQIALKRRTKDCNVISSKLMFLLDDLLWVLTDSQLKAMMKYAESLSEAMEKSAHQRKSLAPEPVQITPPAPSAQQSWAQAFGGSQ.... Result: 1 (interaction). (5) The miRNA is mmu-miR-467g with sequence UAUACAUACACACACAUAUAU. The protein sequence of the target gene is MVPSGVRTGRWVAAARAAQRRPRVDSLGQPPSPESASTRAALYVHWPYCEKRCSYCNFNKYIPRGVEEGTVRNCLVTEARTLLRLSGVQRVESVFFGGGTPSLASPHTVAAVLEAVAQEVYLPADSEVTLEANPTSAPGPRLAAFGAAGVNRLSIGLQSLDDAELQLLGRTHSASDALRTLAEARLLFPGRVSVDLMLGLPAQKVEPWLQQLQKLLYHCDDHLSLYQLTLERGTSLFAQVQQGTLPAPDPDLAAEMYQEGRTVLRDAGFRQYEVSNFARNGALSTHNWTYWQCGQYLGIG.... Result: 1 (interaction). (6) The miRNA is mmu-miR-1839-5p with sequence AAGGUAGAUAGAACAGGUCUUG. The protein sequence of the target gene is MGANQLVVLNVYDMYWMNEYTSSIGIGVFHSGIEVYGREFAYGGHPYPFSGIFEISPGNASELGETFKFKEAVVLGSTDFLEDDIEKIVEELGKEYKGNAYHLMHKNCNHFSSALSEILCGKEIPRWINRLAYFSSCIPFLQSCLPKEWLTPAALQSSVSQELQDELEEAEDAAASASVASTAAGSRPGRHTKL. Result: 0 (no interaction). (7) The miRNA is hsa-miR-141-3p with sequence UAACACUGUCUGGUAAAGAUGG. The protein sequence of the target gene is MSHTEVKLKIPFGNKLLDAVCLVPNKSLTYGIILTHGASGDMNLPHLMSLASHLASHGFFCLRFTCKGLNIVHRIKAYKSVLNYLKTSGEYKLAGVFLGGRSMGSRAAASVMCHIEPDDGDDFVRGLICISYPLHHPKQQHKLRDEDLFRLKEPVLFVSGSADEMCEKNLLEKVAQKMQAPHKIHWIEKANHSMAVKGRSTNDVFKEINTQILFWIQEITEMDKKCH. Result: 0 (no interaction). (8) The miRNA is hsa-miR-3622a-3p with sequence UCACCUGACCUCCCAUGCCUGU. The protein sequence of the target gene is MGPDRVTARELCENDDLATSLVLDPYLGFRTHKMNVSPVPPLRRQQHLRSALETFLRQRDLEAAYRALTLGGWTARYFQSRGPRQEAALKTHVYRYLRAFLPESGFTILPCTRYSMETNGAKIVSTRAWKKNEKLELLVGCIAELREADEGLLRAGENDFSIMYSTRKRSAQLWLGPAAFINHDCKPNCKFVPADGNAACVKVLRDIEPGDEVTCFYGEGFFGEKNEHCECHTCERKGEGAFRTRPREPALPPRPLDKYQLRETKRRLQQGLDSGSRQGLLGPRACVHPSPLRRDPFCAA.... Result: 0 (no interaction).